The task is: Predict the product of the given reaction.. This data is from Forward reaction prediction with 1.9M reactions from USPTO patents (1976-2016). The product is: [Cl:38][C:15]1[C:16]2[NH:20][C:19]3[N:21]=[CH:22][C:23]([CH3:25])=[CH:24][C:18]=3[C:17]=2[C:12]([C:8]2[CH:9]=[CH:10][CH:11]=[C:6]([S:3]([CH2:1][CH3:2])(=[O:5])=[O:4])[CH:7]=2)=[CH:13][N:14]=1. Given the reactants [CH2:1]([S:3]([C:6]1[CH:7]=[C:8]([C:12]2[C:17]3[C:18]4[CH:24]=[C:23]([CH3:25])[CH:22]=[N:21][C:19]=4[NH:20][C:16]=3[C:15](=O)[NH:14][CH:13]=2)[CH:9]=[CH:10][CH:11]=1)(=[O:5])=[O:4])[CH3:2].CN(C)C1C=CC=CC=1.O=P(Cl)(Cl)[Cl:38], predict the reaction product.